From a dataset of Full USPTO retrosynthesis dataset with 1.9M reactions from patents (1976-2016). Predict the reactants needed to synthesize the given product. (1) Given the product [NH2:1][C:2]1[C:3]2[N:4]([N:17]=[C:18]([C:20]3[O:21][CH:22]=[CH:23][CH:24]=3)[N:19]=2)[CH:5]=[C:6]([C:8]#[C:9][C:10]2([OH:16])[CH2:11][CH2:12][N:13]([CH2:28][C:27]3[C:26]([F:25])=[CH:33][C:32]([F:34])=[CH:31][C:30]=3[F:35])[CH2:14][CH2:15]2)[N:7]=1, predict the reactants needed to synthesize it. The reactants are: [NH2:1][C:2]1[C:3]2[N:4]([N:17]=[C:18]([C:20]3[O:21][CH:22]=[CH:23][CH:24]=3)[N:19]=2)[CH:5]=[C:6]([C:8]#[C:9][C:10]2([OH:16])[CH2:15][CH2:14][NH:13][CH2:12][CH2:11]2)[N:7]=1.[F:25][C:26]1[CH:33]=[C:32]([F:34])[CH:31]=[C:30]([F:35])[C:27]=1[CH:28]=O.C(O[BH-](OC(=O)C)OC(=O)C)(=O)C.[Na+].C(O)(=O)C. (2) The reactants are: ClC(Cl)(O[C:5](=[O:11])[O:6][C:7](Cl)(Cl)Cl)Cl.[Cl:13][C:14]1[N:19]=[C:18]([NH:20][C@@H:21]([CH:24]2[CH2:26][CH2:25]2)CO)[CH:17]=[C:16]([CH3:27])[N:15]=1.N1C(C)=CC=CC=1C. Given the product [Cl:13][C:14]1[N:19]=[C:18]([N:20]2[C@@H:21]([CH:24]3[CH2:25][CH2:26]3)[CH2:7][O:6][C:5]2=[O:11])[CH:17]=[C:16]([CH3:27])[N:15]=1, predict the reactants needed to synthesize it. (3) Given the product [NH2:38][C:2]1[N:7]=[C:6]([C:8]2[S:12][C:11]([N:13]3[CH2:18][CH2:17][O:16][CH2:15][CH2:14]3)=[N:10][C:9]=2[C:19]2[CH:20]=[C:21]([NH:26][S:27]([C:30]3[C:35]([F:36])=[CH:34][CH:33]=[CH:32][C:31]=3[F:37])(=[O:29])=[O:28])[CH:22]=[CH:23][C:24]=2[F:25])[CH:5]=[CH:4][N:3]=1, predict the reactants needed to synthesize it. The reactants are: Cl[C:2]1[N:7]=[C:6]([C:8]2[S:12][C:11]([N:13]3[CH2:18][CH2:17][O:16][CH2:15][CH2:14]3)=[N:10][C:9]=2[C:19]2[CH:20]=[C:21]([NH:26][S:27]([C:30]3[C:35]([F:36])=[CH:34][CH:33]=[CH:32][C:31]=3[F:37])(=[O:29])=[O:28])[CH:22]=[CH:23][C:24]=2[F:25])[CH:5]=[CH:4][N:3]=1.[NH4+:38].[OH-]. (4) The reactants are: Cl[C:2]1[C:3]2[C:4](=[CH:13][N:14](CC3C=CC(OC)=CC=3)[N:15]=2)[N:5]=[C:6]([C:8]2[N:9]=[CH:10][S:11][CH:12]=2)[N:7]=1.[NH2:25][C:26]1[CH:31]=[CH:30][C:29]([N:32]2[CH2:37][CH2:36][N:35]([C:38](=[O:40])[CH3:39])[CH2:34][CH2:33]2)=[CH:28][CH:27]=1.Cl. Given the product [S:11]1[CH:12]=[C:8]([C:6]2[N:7]=[C:2]([NH:25][C:26]3[CH:27]=[CH:28][C:29]([N:32]4[CH2:33][CH2:34][N:35]([C:38](=[O:40])[CH3:39])[CH2:36][CH2:37]4)=[CH:30][CH:31]=3)[C:3]3[NH:15][N:14]=[CH:13][C:4]=3[N:5]=2)[N:9]=[CH:10]1, predict the reactants needed to synthesize it. (5) Given the product [CH:14]1[C:15]2[CH:16]=[C:3]([CH2:2][P:17](=[O:24])([O:21][CH2:22][CH3:23])[O:18][CH2:19][CH3:20])[C:4]3[C:9](=[CH:8][CH:7]=[CH:6][CH:5]=3)[C:10]=2[CH:11]=[CH:12][CH:13]=1, predict the reactants needed to synthesize it. The reactants are: Br[CH2:2][C:3]1[C:4]2[C:9]([C:10]3[CH:11]=[CH:12][CH:13]=[CH:14][C:15]=3[CH:16]=1)=[CH:8][CH:7]=[CH:6][CH:5]=2.[P:17]([O:24]CC)([O:21][CH2:22][CH3:23])[O:18][CH2:19][CH3:20]. (6) Given the product [CH:15]1[C:16]2[CH2:17][C:18]3[C:10](=[CH:9][CH:8]=[CH:7][CH:6]=3)[C:11]=2[CH:12]=[CH:13][C:14]=1[C:19]1[S:23][C:22]([NH:24][C:1](=[O:4])[CH2:2][CH2:3][N:36]2[CH2:37][CH2:38][N:33]([CH3:32])[CH2:34][CH2:35]2)=[N:21][CH:20]=1, predict the reactants needed to synthesize it. The reactants are: [C:1](Cl)(=[O:4])[CH:2]=[CH2:3].[CH:6]1[C:18]2[CH2:17][C:16]3[C:11](=[CH:12][CH:13]=[C:14]([C:19]4[S:23][C:22]([NH2:24])=[N:21][CH:20]=4)[CH:15]=3)[C:10]=2[CH:9]=[CH:8][CH:7]=1.CCN(CC)CC.[CH3:32][N:33]1[CH2:38][CH2:37][NH:36][CH2:35][CH2:34]1.